From a dataset of Full USPTO retrosynthesis dataset with 1.9M reactions from patents (1976-2016). Predict the reactants needed to synthesize the given product. Given the product [C:18]([O:17][C:15]([N:9]1[C:10]2[C:6](=[C:5]([CH2:3][OH:2])[CH:13]=[C:12]([Cl:14])[CH:11]=2)[CH:7]=[CH:8]1)=[O:16])([CH3:21])([CH3:19])[CH3:20], predict the reactants needed to synthesize it. The reactants are: C[O:2][C:3]([C:5]1[C:6]2[CH:7]=[CH:8][N:9]([C:15]([O:17][C:18]([CH3:21])([CH3:20])[CH3:19])=[O:16])[C:10]=2[CH:11]=[C:12]([Cl:14])[CH:13]=1)=O.CC(C[AlH]CC(C)C)C.